Dataset: NCI-60 drug combinations with 297,098 pairs across 59 cell lines. Task: Regression. Given two drug SMILES strings and cell line genomic features, predict the synergy score measuring deviation from expected non-interaction effect. (1) Drug 1: CC12CCC3C(C1CCC2=O)CC(=C)C4=CC(=O)C=CC34C. Drug 2: CN1C2=C(C=C(C=C2)N(CCCl)CCCl)N=C1CCCC(=O)O.Cl. Cell line: HCC-2998. Synergy scores: CSS=45.5, Synergy_ZIP=-0.0319, Synergy_Bliss=2.46, Synergy_Loewe=0.888, Synergy_HSA=0.587. (2) Drug 1: C1=CC(=CC=C1CCC2=CNC3=C2C(=O)NC(=N3)N)C(=O)NC(CCC(=O)O)C(=O)O. Drug 2: COCCOC1=C(C=C2C(=C1)C(=NC=N2)NC3=CC=CC(=C3)C#C)OCCOC.Cl. Cell line: SW-620. Synergy scores: CSS=29.9, Synergy_ZIP=4.74, Synergy_Bliss=6.33, Synergy_Loewe=-6.87, Synergy_HSA=4.91. (3) Cell line: UACC-257. Drug 2: C1CNP(=O)(OC1)N(CCCl)CCCl. Drug 1: CC1CCC2CC(C(=CC=CC=CC(CC(C(=O)C(C(C(=CC(C(=O)CC(OC(=O)C3CCCCN3C(=O)C(=O)C1(O2)O)C(C)CC4CCC(C(C4)OC)OCCO)C)C)O)OC)C)C)C)OC. Synergy scores: CSS=-0.952, Synergy_ZIP=1.29, Synergy_Bliss=1.04, Synergy_Loewe=-0.342, Synergy_HSA=-1.09. (4) Drug 1: CCC1=C2CN3C(=CC4=C(C3=O)COC(=O)C4(CC)O)C2=NC5=C1C=C(C=C5)O. Drug 2: C(CN)CNCCSP(=O)(O)O. Cell line: U251. Synergy scores: CSS=49.1, Synergy_ZIP=7.72, Synergy_Bliss=4.54, Synergy_Loewe=-40.0, Synergy_HSA=1.94. (5) Drug 1: CCC1=C2CN3C(=CC4=C(C3=O)COC(=O)C4(CC)O)C2=NC5=C1C=C(C=C5)O. Drug 2: C1=NC(=NC(=O)N1C2C(C(C(O2)CO)O)O)N. Cell line: CCRF-CEM. Synergy scores: CSS=52.2, Synergy_ZIP=-6.43, Synergy_Bliss=-7.09, Synergy_Loewe=-5.44, Synergy_HSA=-2.98. (6) Synergy scores: CSS=38.8, Synergy_ZIP=-8.12, Synergy_Bliss=-2.48, Synergy_Loewe=-2.97, Synergy_HSA=-1.89. Cell line: HOP-62. Drug 2: C1=C(C(=O)NC(=O)N1)F. Drug 1: CC12CCC(CC1=CCC3C2CCC4(C3CC=C4C5=CN=CC=C5)C)O. (7) Drug 1: C1=CC(=CC=C1CCC2=CNC3=C2C(=O)NC(=N3)N)C(=O)NC(CCC(=O)O)C(=O)O. Drug 2: CN(C)C1=NC(=NC(=N1)N(C)C)N(C)C. Cell line: HCT-15. Synergy scores: CSS=34.4, Synergy_ZIP=0.0150, Synergy_Bliss=-2.30, Synergy_Loewe=-42.9, Synergy_HSA=-3.97.